This data is from Forward reaction prediction with 1.9M reactions from USPTO patents (1976-2016). The task is: Predict the product of the given reaction. (1) Given the reactants [CH3:1][S:2](Cl)(=[O:4])=[O:3].[NH2:6][C:7]1[CH:8]=[C:9]2[C:13](=[CH:14][CH:15]=1)[N:12]([CH2:16][C:17]([O:19][CH2:20][CH3:21])=[O:18])[C:11]([CH3:22])=[CH:10]2.O, predict the reaction product. The product is: [CH3:22][C:11]1[N:12]([CH2:16][C:17]([O:19][CH2:20][CH3:21])=[O:18])[C:13]2[C:9]([CH:10]=1)=[CH:8][C:7]([NH:6][S:2]([CH3:1])(=[O:4])=[O:3])=[CH:15][CH:14]=2. (2) Given the reactants C(=O)([O-])[O-].[K+].[K+].[NH2:7][C:8]1[CH:13]=[CH:12][CH:11]=[CH:10][C:9]=1[OH:14].Br[CH2:16][C:17]([C:19]1[CH:24]=[CH:23][CH:22]=[CH:21][CH:20]=1)=O, predict the reaction product. The product is: [C:19]1([C:17]2[CH2:16][O:14][C:9]3[CH:10]=[CH:11][CH:12]=[CH:13][C:8]=3[N:7]=2)[CH:24]=[CH:23][CH:22]=[CH:21][CH:20]=1. (3) The product is: [NH3:7].[C:26]([O:25][C:23]([N:30]1[CH2:35][CH2:34][N:33]([C:2]2[CH:3]=[CH:4][CH:5]=[C:6]([C:8]([N:10]3[CH2:15][CH2:14][CH:13]([C:16]4[CH:21]=[CH:20][CH:19]=[CH:18][C:17]=4[F:22])[CH2:12][CH2:11]3)=[O:9])[N:7]=2)[CH2:32][CH2:31]1)=[O:24])([CH3:29])([CH3:27])[CH3:28]. Given the reactants Cl[C:2]1[N:7]=[C:6]([C:8]([N:10]2[CH2:15][CH2:14][CH:13]([C:16]3[CH:21]=[CH:20][CH:19]=[CH:18][C:17]=3[F:22])[CH2:12][CH2:11]2)=[O:9])[CH:5]=[CH:4][CH:3]=1.[C:23]([N:30]1[CH2:35][CH2:34][NH:33][CH2:32][CH2:31]1)([O:25][C:26]([CH3:29])([CH3:28])[CH3:27])=[O:24].CC(C)([O-])C.[Na+].C1(P(C2CCCCC2)C2C=CC=CC=2C2C=CC=CC=2)CCCCC1, predict the reaction product. (4) Given the reactants [NH2:1][C:2]1[CH:3]=[N:4][N:5]([CH2:7][C:8]2[CH:9]=[C:10]([CH:13]=[CH:14][CH:15]=2)[C:11]#[N:12])[CH:6]=1.[Br:16][C:17]1[CH:25]=[C:24]2[C:20]([C:21]([C:34](O)=[O:35])=[N:22][N:23]2[CH2:26][O:27][CH2:28][CH2:29][Si:30]([CH3:33])([CH3:32])[CH3:31])=[CH:19][CH:18]=1.CN(C(ON1N=NC2C=CC=NC1=2)=[N+](C)C)C.F[P-](F)(F)(F)(F)F.C(N(CC)C(C)C)(C)C, predict the reaction product. The product is: [C:11]([C:10]1[CH:9]=[C:8]([CH:15]=[CH:14][CH:13]=1)[CH2:7][N:5]1[CH:6]=[C:2]([NH:1][C:34]([C:21]2[C:20]3[C:24](=[CH:25][C:17]([Br:16])=[CH:18][CH:19]=3)[N:23]([CH2:26][O:27][CH2:28][CH2:29][Si:30]([CH3:33])([CH3:32])[CH3:31])[N:22]=2)=[O:35])[CH:3]=[N:4]1)#[N:12].